This data is from Forward reaction prediction with 1.9M reactions from USPTO patents (1976-2016). The task is: Predict the product of the given reaction. (1) The product is: [C:2]([NH:3][C:16]([N:18]1[CH2:23][CH2:22][CH:21]([N:24]2[C:32]3[C:31]([O:33][C:34]4[CH:39]=[CH:38][C:37]([O:40][C:41]5[CH:46]=[CH:45][CH:44]=[CH:43][CH:42]=5)=[CH:36][CH:35]=4)=[N:30][CH:29]=[N:28][C:27]=3[CH:26]=[CH:25]2)[CH2:20][CH2:19]1)=[O:15])#[N:1]. Given the reactants [N:1]#[C:2][NH2:3].[H-].[Na+].[N+](C1C=CC([O:15][C:16]([N:18]2[CH2:23][CH2:22][CH:21]([N:24]3[C:32]4[C:31]([O:33][C:34]5[CH:39]=[CH:38][C:37]([O:40][C:41]6[CH:46]=[CH:45][CH:44]=[CH:43][CH:42]=6)=[CH:36][CH:35]=5)=[N:30][CH:29]=[N:28][C:27]=4[CH:26]=[CH:25]3)[CH2:20][CH2:19]2)=O)=CC=1)([O-])=O, predict the reaction product. (2) Given the reactants [NH2:1][C:2]1[S:17][C:5]2[CH2:6][N:7]([CH2:10][C:11]3[CH:16]=[CH:15][CH:14]=[CH:13][CH:12]=3)[CH2:8][CH2:9][C:4]=2[C:3]=1[C:18]([C:20]1[CH:25]=[CH:24][C:23]([CH3:26])=[CH:22][CH:21]=1)=O.O=[C:28]([CH3:39])[CH2:29][CH:30]([CH2:36][CH2:37][CH3:38])[C:31]([O:33][CH2:34][CH3:35])=[O:32].Cl[Si](C)(C)C, predict the reaction product. The product is: [CH2:10]([N:7]1[CH2:6][C:5]2[S:17][C:2]3[N:1]=[C:28]([CH3:39])[C:29]([CH:30]([CH2:36][CH2:37][CH3:38])[C:31]([O:33][CH2:34][CH3:35])=[O:32])=[C:18]([C:20]4[CH:25]=[CH:24][C:23]([CH3:26])=[CH:22][CH:21]=4)[C:3]=3[C:4]=2[CH2:9][CH2:8]1)[C:11]1[CH:16]=[CH:15][CH:14]=[CH:13][CH:12]=1.